From a dataset of Reaction yield outcomes from USPTO patents with 853,638 reactions. Predict the reaction yield, written as a fraction of the theoretical maximum amount of product (1.0 means a 100% yield; for example, 0.34 means a 34% yield). (1) The reactants are [Br:1]N1C(=O)CCC1=O.[NH2:9][C:10]1[CH:15]=[CH:14][CH:13]=[C:12]([Cl:16])[N:11]=1. The catalyst is CN(C=O)C. The product is [Br:1][C:13]1[CH:14]=[CH:15][C:10]([NH2:9])=[N:11][C:12]=1[Cl:16]. The yield is 0.720. (2) The reactants are [Cl-].O[NH3+:3].[C:4](=[O:7])([O-])[OH:5].[Na+].CS(C)=O.[F:13][C:14]1[CH:19]=[CH:18][C:17]([N:20]2[C:25](=[O:26])[C:24]([CH2:27][C:28]3[CH:33]=[CH:32][C:31]([C:34]4[C:35]([C:40]#[N:41])=[CH:36][CH:37]=[CH:38][CH:39]=4)=[CH:30][CH:29]=3)=[C:23]([CH2:42][CH2:43][CH3:44])[N:22]=[C:21]2[CH3:45])=[CH:16][CH:15]=1. The catalyst is C(OCC)(=O)C. The product is [F:13][C:14]1[CH:15]=[CH:16][C:17]([N:20]2[C:25](=[O:26])[C:24]([CH2:27][C:28]3[CH:33]=[CH:32][C:31]([C:34]4[CH:39]=[CH:38][CH:37]=[CH:36][C:35]=4[C:40]4[NH:3][C:4](=[O:7])[O:5][N:41]=4)=[CH:30][CH:29]=3)=[C:23]([CH2:42][CH2:43][CH3:44])[N:22]=[C:21]2[CH3:45])=[CH:18][CH:19]=1. The yield is 0.910. (3) The reactants are O[C:2]([C:5]1[CH:35]=[CH:34][C:8]([CH2:9][N:10]2[C:18]3[C:13](=[CH:14][C:15]([CH:19]=[C:20]4[S:24][C:23]([N:25]5[CH2:30][CH2:29][O:28][CH:27]([CH2:31][OH:32])[CH2:26]5)=[N:22][C:21]4=[O:33])=[CH:16][CH:17]=3)[CH:12]=[N:11]2)=[C:7]([C:36]([F:39])([F:38])[F:37])[CH:6]=1)([CH3:4])[CH3:3].C(O)(C(F)(F)F)=O. The catalyst is ClCCl. The product is [OH:32][CH2:31][C@@H:27]1[O:28][CH2:29][CH2:30][N:25]([C:23]2[S:24][C:20](=[CH:19][C:15]3[CH:14]=[C:13]4[C:18](=[CH:17][CH:16]=3)[N:10]([CH2:9][C:8]3[CH:34]=[CH:35][C:5]([C:2]([CH3:4])=[CH2:3])=[CH:6][C:7]=3[C:36]([F:37])([F:39])[F:38])[N:11]=[CH:12]4)[C:21](=[O:33])[N:22]=2)[CH2:26]1. The yield is 0.240. (4) The reactants are [CH3:1][O:2][C:3]1[CH:4]=[C:5]([CH:29]=[CH:30][C:31]=1[O:32][CH3:33])[CH2:6][NH:7][C:8]1[N:13]2[N:14]=[C:15]([C:17]3[O:18][CH:19]=[CH:20][CH:21]=3)[N:16]=[C:12]2[CH:11]=[C:10]([CH:22]=[CH:23][C:24](OCC)=[O:25])[N:9]=1.C1(C)C=CC=CC=1.[H-].C([Al+]C(C)C)(C)C.[C@H](O)(C([O-])=O)[C@@H](O)C([O-])=O.[Na+].[K+]. The catalyst is ClCCl.C(OCC)(=O)C. The product is [CH3:1][O:2][C:3]1[CH:4]=[C:5]([CH:29]=[CH:30][C:31]=1[O:32][CH3:33])[CH2:6][NH:7][C:8]1[N:13]2[N:14]=[C:15]([C:17]3[O:18][CH:19]=[CH:20][CH:21]=3)[N:16]=[C:12]2[CH:11]=[C:10](/[CH:22]=[CH:23]/[CH2:24][OH:25])[N:9]=1. The yield is 0.840. (5) The reactants are [Br:1][C:2]1[CH:7]=[CH:6][C:5]([C@@H:8]([CH3:37])[CH2:9][O:10][C:11]([NH:13][C:14]2[CH:15]=[C:16]([F:36])[C:17]([O:30][CH2:31][CH2:32][CH2:33][O:34][CH3:35])=[C:18]([CH:29]=2)[CH2:19][N:20]([CH3:28])[C:21](=[O:27])[O:22]C(C)(C)C)=[O:12])=[C:4]([CH3:38])[CH:3]=1.Cl.C(N(CC)C(C)C)(C)C.[CH2:49](OC(ON1C(=O)CCC1=O)=O)[C:50]1[CH:55]=[CH:54][CH:53]=[CH:52][CH:51]=1. The catalyst is CCOC(C)=O. The product is [Br:1][C:2]1[CH:7]=[CH:6][C:5]([C@@H:8]([CH3:37])[CH2:9][O:10][C:11]([NH:13][C:14]2[CH:15]=[C:16]([F:36])[C:17]([O:30][CH2:31][CH2:32][CH2:33][O:34][CH3:35])=[C:18]([CH:29]=2)[CH2:19][N:20]([CH3:28])[C:21](=[O:27])[O:22][CH2:49][C:50]2[CH:55]=[CH:54][CH:53]=[CH:52][CH:51]=2)=[O:12])=[C:4]([CH3:38])[CH:3]=1. The yield is 0.790. (6) The reactants are [C:1](Cl)(Cl)=[S:2].[NH2:5][C:6]1[C:15]2[C:10](=[CH:11][CH:12]=[CH:13][CH:14]=2)[C:9]([C:16]#[N:17])=[CH:8][CH:7]=1. The catalyst is ClCCl.C([O-])(O)=O.[Na+]. The product is [N:5]([C:6]1[C:15]2[C:10](=[CH:11][CH:12]=[CH:13][CH:14]=2)[C:9]([C:16]#[N:17])=[CH:8][CH:7]=1)=[C:1]=[S:2]. The yield is 0.930. (7) The reactants are [NH2:1][C:2]1[CH:7]=[CH:6][CH:5]=[CH:4][CH:3]=1.[CH:8]1[CH:13]=[CH:12][C:11](N)=[CH:10][CH:9]=1.Cl.[OH2:16].[OH-].[Na+].[C:19]1([CH3:25])C=CC=C[CH:20]=1. No catalyst specified. The product is [C:11]1([C:25]2[CH:19]=[C:20]([OH:16])[C:7]3[C:2](=[CH:3][CH:4]=[CH:5][CH:6]=3)[N:1]=2)[CH:12]=[CH:13][CH:8]=[CH:9][CH:10]=1. The yield is 0.200.